From a dataset of Reaction yield outcomes from USPTO patents with 853,638 reactions. Predict the reaction yield, written as a fraction of the theoretical maximum amount of product (1.0 means a 100% yield; for example, 0.34 means a 34% yield). (1) The yield is 0.659. The catalyst is C(Cl)(Cl)Cl.ClCCl. The product is [CH:18]1([C:21]([N:1]2[CH2:5][CH2:4][C@@H:3]([CH2:6][C:7]#[N:8])[CH2:2]2)=[O:22])[CH2:20][CH2:19]1. The reactants are [NH:1]1[CH2:5][CH2:4][C@@H:3]([CH2:6][C:7]#[N:8])[CH2:2]1.CCN(C(C)C)C(C)C.[CH:18]1([C:21](Cl)=[O:22])[CH2:20][CH2:19]1.CO. (2) The reactants are [OH-].[Li+].[CH:3]1([C@H:9]([NH:14][C:15]([C:17]2[CH:22]=[C:21]([CH3:23])[CH:20]=[CH:19][C:18]=2[NH:24][C:25]([NH:27][C:28]2[C:33]([CH3:34])=[CH:32][CH:31]=[CH:30][C:29]=2[CH3:35])=[O:26])=[O:16])[C:10]([O:12]C)=[O:11])[CH2:8][CH2:7][CH2:6][CH2:5][CH2:4]1.CO.Cl. The catalyst is C1COCC1.O. The product is [CH:3]1([C@H:9]([NH:14][C:15]([C:17]2[CH:22]=[C:21]([CH3:23])[CH:20]=[CH:19][C:18]=2[NH:24][C:25]([NH:27][C:28]2[C:33]([CH3:34])=[CH:32][CH:31]=[CH:30][C:29]=2[CH3:35])=[O:26])=[O:16])[C:10]([OH:12])=[O:11])[CH2:8][CH2:7][CH2:6][CH2:5][CH2:4]1. The yield is 0.640. (3) The reactants are [NH2:1][C:2]1[CH:11]=[CH:10][C:9]2[NH:8][C:7](=[O:12])[C:6]3[NH:13][CH:14]=[CH:15][C:5]=3[C:4]=2[CH:3]=1.[CH2:16]([C:18]([O-:20])=[O:19])[CH3:17].[Cl:21][C:22]1[CH:23]=[C:24]([S:28](Cl)(=[O:30])=[O:29])[CH:25]=[CH:26][CH:27]=1. The yield is 0.270. The product is [Cl:21][C:22]1[CH:23]=[C:24]([S:28]([NH:1][C:2]2[CH:11]=[CH:10][C:9]3[NH:8][C:7](=[O:12])[C:6]4[NH:13][CH:14]=[CH:15][C:5]=4[C:4]=3[CH:3]=2)(=[O:30])=[O:29])[CH:25]=[CH:26][CH:27]=1.[CH2:16]([C:18]([O-:20])=[O:19])[CH3:17]. No catalyst specified. (4) The reactants are [Cl:1][C:2]1[CH:3]=[CH:4][C:5]2[O:9][C:8]([C:10]3[CH:15]=[CH:14][C:13]([F:16])=[CH:12][CH:11]=3)=[C:7]([C:17]3[NH:18][CH2:19][CH2:20][N:21]=3)[C:6]=2[C:22]=1[F:23].C(=O)([O-])[O-].[K+].[K+].C(O)(=O)C.C(O)(=O)C.IC1C=CC=CC=1.O. The catalyst is CS(C)=O. The product is [Cl:1][C:2]1[CH:3]=[CH:4][C:5]2[O:9][C:8]([C:10]3[CH:15]=[CH:14][C:13]([F:16])=[CH:12][CH:11]=3)=[C:7]([C:17]3[NH:21][CH:20]=[CH:19][N:18]=3)[C:6]=2[C:22]=1[F:23]. The yield is 0.390. (5) The reactants are [SH:1][C:2]1[CH:7]=[CH:6][CH:5]=[CH:4][N:3]=1.[CH2:8]([C:10]1[CH:18]=[CH:17][C:13]([C:14](Cl)=[O:15])=[CH:12][CH:11]=1)[CH3:9]. The catalyst is C1COCC1. The product is [CH2:8]([C:10]1[CH:18]=[CH:17][C:13]([C:14](=[O:15])[S:1][C:2]2[CH:7]=[CH:6][CH:5]=[CH:4][N:3]=2)=[CH:12][CH:11]=1)[CH3:9]. The yield is 0.860. (6) The reactants are C[O:2][C:3](=[O:22])[C:4]1[CH:9]=[CH:8][C:7]([O:10][CH2:11][C:12]2[C:13]([CH2:18][CH2:19][CH2:20][CH3:21])=[N:14][O:15][C:16]=2[CH3:17])=[N:6][CH:5]=1.O.[OH-].[Li+].Cl. The catalyst is C1COCC1.O. The product is [CH2:18]([C:13]1[C:12]([CH2:11][O:10][C:7]2[CH:8]=[CH:9][C:4]([C:3]([OH:22])=[O:2])=[CH:5][N:6]=2)=[C:16]([CH3:17])[O:15][N:14]=1)[CH2:19][CH2:20][CH3:21]. The yield is 0.760. (7) The reactants are [N:1]1[C:10]2[C:5](=[CH:6][CH:7]=[CH:8][CH:9]=2)[CH:4]=[CH:3][C:2]=1[CH:11]=[O:12].[BH4-].[Na+].O. The catalyst is CO. The product is [N:1]1[C:10]2[C:5](=[CH:6][CH:7]=[CH:8][CH:9]=2)[CH:4]=[CH:3][C:2]=1[CH2:11][OH:12]. The yield is 0.850. (8) The reactants are [F:1][C:2]([F:12])([F:11])[C:3]1[CH:4]=[C:5]([NH:9][NH2:10])[CH:6]=[CH:7][CH:8]=1.[F:13][C:14]([F:25])([F:24])[C:15](O[C:15](=[O:16])[C:14]([F:25])([F:24])[F:13])=[O:16]. The catalyst is C1COCC1. The product is [F:1][C:2]([F:11])([F:12])[C:3]1[CH:4]=[C:5]([NH:9][NH:10][C:15](=[O:16])[C:14]([F:25])([F:24])[F:13])[CH:6]=[CH:7][CH:8]=1. The yield is 0.500.